From a dataset of Catalyst prediction with 721,799 reactions and 888 catalyst types from USPTO. Predict which catalyst facilitates the given reaction. (1) Reactant: [Cl:1][C:2]1[CH:3]=[CH:4][C:5]([OH:13])=[C:6]([CH:12]=1)[C:7]([N:9]([CH3:11])[CH3:10])=O.[H-].[Al+3].[Li+].[H-].[H-].[H-].O. Product: [Cl:1][C:2]1[CH:3]=[CH:4][C:5]([OH:13])=[C:6]([CH2:7][N:9]([CH3:11])[CH3:10])[CH:12]=1. The catalyst class is: 7. (2) The catalyst class is: 3. Product: [CH2:19]([O:26][C:27]1[CH:36]=[C:35]2[C:30]([C:31]([NH:18][CH2:17][CH2:16][NH:15][C:13](=[O:14])[O:12][C:9]([CH3:8])([CH3:10])[CH3:11])=[C:32]([N+:37]([O-:39])=[O:38])[CH:33]=[N:34]2)=[CH:29][CH:28]=1)[C:20]1[CH:21]=[CH:22][CH:23]=[CH:24][CH:25]=1. Reactant: C(N(CC)CC)C.[CH3:8][C:9]([O:12][C:13]([NH:15][CH2:16][CH2:17][NH2:18])=[O:14])([CH3:11])[CH3:10].[CH2:19]([O:26][C:27]1[CH:36]=[C:35]2[C:30]([C:31](Cl)=[C:32]([N+:37]([O-:39])=[O:38])[CH:33]=[N:34]2)=[CH:29][CH:28]=1)[C:20]1[CH:25]=[CH:24][CH:23]=[CH:22][CH:21]=1.O. (3) Reactant: [Cl:1][C:2]1[CH:3]=[C:4]([CH:8]=[CH:9][C:10]=1[O:11][CH3:12])[C:5]([OH:7])=[O:6].O[NH:14][C:15]([C:17]1[CH:18]=[C:19]2[C:23](=[CH:24][CH:25]=1)[NH:22][CH:21]=[CH:20]2)=[NH:16].C1CN([P+](Br)(N2CCCC2)N2CCCC2)CC1.F[P-](F)(F)(F)(F)F.CCN(C(C)C)C(C)C. Product: [Cl:1][C:2]1[CH:3]=[C:4]([CH:8]=[CH:9][C:10]=1[O:11][CH3:12])[C:5]([O:7][NH:16][C:15]([C:17]1[CH:18]=[C:19]2[C:23](=[CH:24][CH:25]=1)[NH:22][CH:21]=[CH:20]2)=[NH:14])=[O:6]. The catalyst class is: 49.